This data is from Forward reaction prediction with 1.9M reactions from USPTO patents (1976-2016). The task is: Predict the product of the given reaction. (1) Given the reactants [Cl:1][C:2]1[N:7]=[C:6](Cl)[C:5]([C:9]([O:11][CH2:12][CH3:13])=[O:10])=[CH:4][N:3]=1.Cl.[F:15][C:16]1[CH:17]=[CH:18][C:19]([C@@H:22]([NH2:24])[CH3:23])=[N:20][CH:21]=1.C(N(C(C)C)CC)(C)C.O, predict the reaction product. The product is: [Cl:1][C:2]1[N:7]=[C:6]([NH:24][C@H:22]([C:19]2[CH:18]=[CH:17][C:16]([F:15])=[CH:21][N:20]=2)[CH3:23])[C:5]([C:9]([O:11][CH2:12][CH3:13])=[O:10])=[CH:4][N:3]=1. (2) Given the reactants [N:1]([O-])=O.[Na+].[NH2:5][C:6]1[CH:15]=[CH:14][C:9]([C:10]([NH:12][CH3:13])=[O:11])=[C:8]([F:16])[CH:7]=1.Cl[Sn]Cl, predict the reaction product. The product is: [NH:5]([C:6]1[CH:15]=[CH:14][C:9]([C:10]([NH:12][CH3:13])=[O:11])=[C:8]([F:16])[CH:7]=1)[NH2:1]. (3) Given the reactants [CH3:1][O:2][C:3](=[O:17])[C@@H:4]1[CH2:8][C@@H:7]([OH:9])[CH2:6][N:5]1[C:10]([O:12][C:13]([CH3:16])([CH3:15])[CH3:14])=[O:11].[Cl:18][C:19]1[C:20]([O:39][CH3:40])=[CH:21][CH:22]=[C:23]2[C:28]=1[N:27]=[C:26]([N:29]1[CH:33]=[CH:32][C:31]([C:34]([F:37])([F:36])[F:35])=[N:30]1)[CH:25]=[C:24]2O.C(OC(C(CCC=CCCCCCCCCCC)CCC)=O)C, predict the reaction product. The product is: [Cl:18][C:19]1[C:20]([O:39][CH3:40])=[CH:21][CH:22]=[C:23]2[C:28]=1[N:27]=[C:26]([N:29]1[CH:33]=[CH:32][C:31]([C:34]([F:37])([F:35])[F:36])=[N:30]1)[CH:25]=[C:24]2[O:9][C@@H:7]1[CH2:6][N:5]([C:10]([O:12][C:13]([CH3:14])([CH3:16])[CH3:15])=[O:11])[C@H:4]([C:3]([O:2][CH3:1])=[O:17])[CH2:8]1. (4) Given the reactants Cl[CH2:2][CH2:3][CH2:4][CH2:5][CH2:6][N:7]1[C:15]2[C:10](=[CH:11][CH:12]=[CH:13][CH:14]=2)[CH:9]=[CH:8]1.[CH3:16][CH:17]([CH3:33])[C:18]([NH:20][C:21]1[CH:26]=[CH:25][CH:24]=[C:23]([CH:27]2[CH2:32][CH2:31][NH:30][CH2:29][CH2:28]2)[CH:22]=1)=[O:19].C([O-])([O-])=O.[K+].[K+].[Na+].[I-], predict the reaction product. The product is: [N:7]1([CH2:6][CH2:5][CH2:4][CH2:3][CH2:2][N:30]2[CH2:31][CH2:32][CH:27]([C:23]3[CH:22]=[C:21]([NH:20][C:18](=[O:19])[CH:17]([CH3:16])[CH3:33])[CH:26]=[CH:25][CH:24]=3)[CH2:28][CH2:29]2)[C:15]2[C:10](=[CH:11][CH:12]=[CH:13][CH:14]=2)[CH:9]=[CH:8]1.